From a dataset of NCI-60 drug combinations with 297,098 pairs across 59 cell lines. Regression. Given two drug SMILES strings and cell line genomic features, predict the synergy score measuring deviation from expected non-interaction effect. (1) Cell line: SK-MEL-5. Drug 2: CC1=C(C(=O)C2=C(C1=O)N3CC4C(C3(C2COC(=O)N)OC)N4)N. Drug 1: CS(=O)(=O)OCCCCOS(=O)(=O)C. Synergy scores: CSS=46.8, Synergy_ZIP=-1.53, Synergy_Bliss=0.410, Synergy_Loewe=1.61, Synergy_HSA=4.33. (2) Drug 1: CC(C1=C(C=CC(=C1Cl)F)Cl)OC2=C(N=CC(=C2)C3=CN(N=C3)C4CCNCC4)N. Drug 2: C1CC(=O)NC(=O)C1N2CC3=C(C2=O)C=CC=C3N. Cell line: CAKI-1. Synergy scores: CSS=8.05, Synergy_ZIP=-6.76, Synergy_Bliss=-3.49, Synergy_Loewe=-1.12, Synergy_HSA=-1.23. (3) Drug 1: CCCCC(=O)OCC(=O)C1(CC(C2=C(C1)C(=C3C(=C2O)C(=O)C4=C(C3=O)C=CC=C4OC)O)OC5CC(C(C(O5)C)O)NC(=O)C(F)(F)F)O. Drug 2: N.N.Cl[Pt+2]Cl. Cell line: A498. Synergy scores: CSS=58.1, Synergy_ZIP=-5.77, Synergy_Bliss=-2.20, Synergy_Loewe=-10.00, Synergy_HSA=0.199. (4) Drug 1: C1C(C(OC1N2C=C(C(=O)NC2=O)F)CO)O. Drug 2: C(=O)(N)NO. Cell line: TK-10. Synergy scores: CSS=11.2, Synergy_ZIP=-3.72, Synergy_Bliss=4.99, Synergy_Loewe=-10.7, Synergy_HSA=2.00. (5) Drug 1: C1=CC=C(C=C1)NC(=O)CCCCCCC(=O)NO. Drug 2: CN1C2=C(C=C(C=C2)N(CCCl)CCCl)N=C1CCCC(=O)O.Cl. Cell line: COLO 205. Synergy scores: CSS=9.22, Synergy_ZIP=-3.93, Synergy_Bliss=-0.803, Synergy_Loewe=-27.2, Synergy_HSA=-0.164. (6) Drug 1: CC1=C2C(C(=O)C3(C(CC4C(C3C(C(C2(C)C)(CC1OC(=O)C(C(C5=CC=CC=C5)NC(=O)C6=CC=CC=C6)O)O)OC(=O)C7=CC=CC=C7)(CO4)OC(=O)C)O)C)OC(=O)C. Drug 2: CCN(CC)CCNC(=O)C1=C(NC(=C1C)C=C2C3=C(C=CC(=C3)F)NC2=O)C. Cell line: PC-3. Synergy scores: CSS=15.5, Synergy_ZIP=-5.83, Synergy_Bliss=-0.113, Synergy_Loewe=1.33, Synergy_HSA=1.73.